This data is from CYP3A4 inhibition data for predicting drug metabolism from PubChem BioAssay. The task is: Regression/Classification. Given a drug SMILES string, predict its absorption, distribution, metabolism, or excretion properties. Task type varies by dataset: regression for continuous measurements (e.g., permeability, clearance, half-life) or binary classification for categorical outcomes (e.g., BBB penetration, CYP inhibition). Dataset: cyp3a4_veith. (1) The molecule is O=C(NCc1n[nH]c(=S)n1-c1cccc(Cl)c1)c1ccc(S(=O)(=O)N2CCCC2)cc1. The result is 1 (inhibitor). (2) The molecule is CN1CCN2c3ccccc3Cc3ccccc3[C@@H]2C1. The result is 0 (non-inhibitor). (3) The drug is COc1ccc(C(=O)O[C@H]2CC[C@@]3(C)[C@H]4CC[C@@H]5[C@@]6(O)C[C@@H](O)[C@]7(O)[C@H](CN8C[C@H](C)CC[C@H]8[C@]7(C)O)[C@@]6(O)C[C@]53O[C@]24O)cc1OC. The result is 0 (non-inhibitor). (4) The compound is COc1ccc(NC(=O)N2CC[C@@]3(CCCN(C(=O)c4ccco4)C3)C2)cc1. The result is 1 (inhibitor). (5) The molecule is O=C(/C=C\c1ccc(O)c(O)c1)OCCc1ccccc1. The result is 1 (inhibitor).